This data is from Catalyst prediction with 721,799 reactions and 888 catalyst types from USPTO. The task is: Predict which catalyst facilitates the given reaction. Reactant: [OH:1][C:2]1[CH:7]=[CH:6][C:5]([C:8](=[O:41])[CH2:9][CH2:10][C:11]2[S:15][C:14]([C:16]3[CH:21]=[CH:20][C:19]([C:22]([F:25])([F:24])[F:23])=[CH:18][CH:17]=3)=[N:13][C:12]=2[CH2:26][N:27]2[CH2:32][CH2:31][N:30]([C:33]3[CH:38]=[CH:37][C:36]([O:39][CH3:40])=[CH:35][CH:34]=3)[CH2:29][CH2:28]2)=[CH:4][C:3]=1[CH3:42].Br[CH2:44][C:45]([O:47][CH2:48][CH3:49])=[O:46].C(=O)([O-])[O-].[K+].[K+]. Product: [CH3:40][O:39][C:36]1[CH:35]=[CH:34][C:33]([N:30]2[CH2:29][CH2:28][N:27]([CH2:26][C:12]3[N:13]=[C:14]([C:16]4[CH:17]=[CH:18][C:19]([C:22]([F:25])([F:23])[F:24])=[CH:20][CH:21]=4)[S:15][C:11]=3[CH2:10][CH2:9][C:8]([C:5]3[CH:6]=[CH:7][C:2]([O:1][CH2:44][C:45]([O:47][CH2:48][CH3:49])=[O:46])=[C:3]([CH3:42])[CH:4]=3)=[O:41])[CH2:32][CH2:31]2)=[CH:38][CH:37]=1. The catalyst class is: 21.